From a dataset of Peptide-MHC class I binding affinity with 185,985 pairs from IEDB/IMGT. Regression. Given a peptide amino acid sequence and an MHC pseudo amino acid sequence, predict their binding affinity value. This is MHC class I binding data. (1) The peptide sequence is VERLKHGTF. The MHC is HLA-A11:01 with pseudo-sequence HLA-A11:01. The binding affinity (normalized) is 0.0847. (2) The peptide sequence is TPPGSVEAF. The MHC is HLA-B35:01 with pseudo-sequence HLA-B35:01. The binding affinity (normalized) is 0.395. (3) The peptide sequence is FIKQGFNNL. The MHC is HLA-B08:01 with pseudo-sequence HLA-B08:01. The binding affinity (normalized) is 1.00. (4) The peptide sequence is TPKIRFWHV. The MHC is HLA-B18:01 with pseudo-sequence HLA-B18:01. The binding affinity (normalized) is 0.0847. (5) The peptide sequence is FENAILSMTI. The MHC is HLA-B44:02 with pseudo-sequence HLA-B44:02. The binding affinity (normalized) is 0.495. (6) The peptide sequence is ITWETPMIW. The MHC is HLA-A11:01 with pseudo-sequence HLA-A11:01. The binding affinity (normalized) is 0.0847. (7) The peptide sequence is DVSRPTTAV. The MHC is HLA-A68:02 with pseudo-sequence HLA-A68:02. The binding affinity (normalized) is 0.805. (8) The peptide sequence is IKYKGQNL. The MHC is H-2-Db with pseudo-sequence H-2-Db. The binding affinity (normalized) is 0.